This data is from Full USPTO retrosynthesis dataset with 1.9M reactions from patents (1976-2016). The task is: Predict the reactants needed to synthesize the given product. The reactants are: [CH3:1][N:2]1[C:14]2[C:13]3[N:12]=[C:11](OS(C(F)(F)F)(=O)=O)[N:10]=[CH:9][C:8]=3[CH2:7][CH2:6][C:5]=2[C:4]([C:23]([O:25][CH2:26][CH3:27])=[O:24])=[N:3]1.[NH2:28][CH:29]1[CH2:33][CH2:32][N:31]([C:34]([O:36][C:37]([CH3:40])([CH3:39])[CH3:38])=[O:35])[CH2:30]1.C(OCC)C. Given the product [C:37]([O:36][C:34]([N:31]1[CH2:32][CH2:33][CH:29]([NH:28][C:11]2[N:10]=[CH:9][C:8]3[CH2:7][CH2:6][C:5]4[C:4]([C:23]([O:25][CH2:26][CH3:27])=[O:24])=[N:3][N:2]([CH3:1])[C:14]=4[C:13]=3[N:12]=2)[CH2:30]1)=[O:35])([CH3:40])([CH3:38])[CH3:39], predict the reactants needed to synthesize it.